From a dataset of CYP2D6 inhibition data for predicting drug metabolism from PubChem BioAssay. Regression/Classification. Given a drug SMILES string, predict its absorption, distribution, metabolism, or excretion properties. Task type varies by dataset: regression for continuous measurements (e.g., permeability, clearance, half-life) or binary classification for categorical outcomes (e.g., BBB penetration, CYP inhibition). Dataset: cyp2d6_veith. (1) The drug is CC(=O)Nc1c(C)cc(OCC(=O)O)cc1C. The result is 0 (non-inhibitor). (2) The molecule is O=S(=O)(O)c1cc(N=[N+]([O-])c2cc(S(=O)(=O)O)c3ccccc3c2)cc2ccccc12. The result is 0 (non-inhibitor). (3) The drug is C[C@]12CC[C@H]3c4ccc(OCC(=O)O)cc4CC[C@@H]3[C@H]1CCC2=O. The result is 0 (non-inhibitor). (4) The drug is C=CCOc1ccc2cccc(/C=N/NC(=O)c3cc4cc([N+](=O)[O-])ccc4s3)c2c1. The result is 0 (non-inhibitor). (5) The molecule is COc1ccc(C(=O)NC(=S)NC(C)(C)C)cc1Br. The result is 0 (non-inhibitor).